Task: Predict the reactants needed to synthesize the given product.. Dataset: Full USPTO retrosynthesis dataset with 1.9M reactions from patents (1976-2016) The reactants are: [N+:1]([C:4]1[CH:10]=[CH:9][C:7]([NH2:8])=[CH:6][CH:5]=1)([O-:3])=[O:2].[Cl:11][CH2:12][CH2:13][CH2:14][S:15](Cl)(=[O:17])=[O:16]. Given the product [N+:1]([C:4]1[CH:10]=[CH:9][C:7]([NH:8][S:15]([CH2:14][CH2:13][CH2:12][Cl:11])(=[O:17])=[O:16])=[CH:6][CH:5]=1)([O-:3])=[O:2], predict the reactants needed to synthesize it.